Predict the reactants needed to synthesize the given product. From a dataset of Full USPTO retrosynthesis dataset with 1.9M reactions from patents (1976-2016). (1) Given the product [C:1]([N:5]1[CH2:10][CH2:9][N:8]([C:11]2[C:20]3[C:15](=[CH:16][C:17]([Cl:23])=[C:18]([C:21]#[N:22])[CH:19]=3)[N:14]=[CH:13][N:12]=2)[CH2:7][CH:6]1[C:24]#[N:26])(=[O:4])[CH:2]=[CH2:3], predict the reactants needed to synthesize it. The reactants are: [C:1]([N:5]1[CH2:10][CH2:9][N:8]([C:11]2[C:20]3[C:15](=[CH:16][C:17]([Cl:23])=[C:18]([C:21]#[N:22])[CH:19]=3)[N:14]=[CH:13][N:12]=2)[CH2:7][CH:6]1[C:24]([NH2:26])=O)(=[O:4])[CH:2]=[CH2:3].CCN(CC)CC.FC(F)(F)C(OC(=O)C(F)(F)F)=O.O. (2) Given the product [Br:1][C:2]1[CH:8]=[C:9]2[C:5](=[CH:4][CH:3]=1)[N:12]([CH2:13][CH2:14][CH2:15][CH3:7])[CH:11]=[CH:10]2, predict the reactants needed to synthesize it. The reactants are: [Br:1][CH2:2][CH2:3][CH2:4][CH3:5].Br[C:7]1[CH:8]=[C:9]2[C:13](=[CH:14][CH:15]=1)[NH:12][CH:11]=[CH:10]2. (3) Given the product [CH2:19]([O:26][C:27]([N:29]1[CH2:35][CH2:34][C:33](=[O:36])[N:32]([CH:37]([CH2:48][O:49][CH3:50])[CH2:38][CH2:39][OH:40])[CH2:31][CH2:30]1)=[O:28])[C:20]1[CH:25]=[CH:24][CH:23]=[CH:22][CH:21]=1, predict the reactants needed to synthesize it. The reactants are: [F-].C([N+](CCCC)(CCCC)CCCC)CCC.[CH2:19]([O:26][C:27]([N:29]1[CH2:35][CH2:34][C:33](=[O:36])[N:32]([CH:37]([CH2:48][O:49][CH3:50])[CH2:38][CH2:39][O:40][Si](C(C)(C)C)(C)C)[CH2:31][CH2:30]1)=[O:28])[C:20]1[CH:25]=[CH:24][CH:23]=[CH:22][CH:21]=1.O. (4) Given the product [CH2:6]([S:11]([O-:14])(=[O:13])=[O:12])[S:7]([O-:10])(=[O:9])=[O:8].[Ag+2:5], predict the reactants needed to synthesize it. The reactants are: C(=O)([O-])[O-].[Ag+2:5].[CH2:6]([S:11]([OH:14])(=[O:13])=[O:12])[S:7]([OH:10])(=[O:9])=[O:8].C(=O)=O. (5) Given the product [C:29]([C:20]1[CH:21]=[CH:22][C:23]([O:28][CH2:2][C:3]2[CH:4]=[C:5]([CH:15]=[CH:16][CH:17]=2)[O:6][C:7]2[CH:8]=[CH:9][C:10]([C:13]#[N:14])=[N:11][CH:12]=2)=[C:24]([CH2:25][CH2:26][CH3:27])[C:19]=1[OH:18])(=[O:31])[CH3:30], predict the reactants needed to synthesize it. The reactants are: Br[CH2:2][C:3]1[CH:4]=[C:5]([CH:15]=[CH:16][CH:17]=1)[O:6][C:7]1[CH:8]=[CH:9][C:10]([C:13]#[N:14])=[N:11][CH:12]=1.[OH:18][C:19]1[C:24]([CH2:25][CH2:26][CH3:27])=[C:23]([OH:28])[CH:22]=[CH:21][C:20]=1[C:29](=[O:31])[CH3:30]. (6) Given the product [CH3:1][C:2]1[CH:3]=[CH:4][C:5]([N:8]([CH:16]2[CH2:17][CH2:18][N:19]([CH2:22][CH2:23][C:24]3([CH2:30][C:31]([NH:33][OH:34])=[O:32])[CH2:25][CH2:26][CH2:27][CH2:28][CH2:29]3)[CH2:20][CH2:21]2)[C:9]([C:11]2[O:12][CH:13]=[CH:14][CH:15]=2)=[O:10])=[N:6][CH:7]=1, predict the reactants needed to synthesize it. The reactants are: [CH3:1][C:2]1[CH:3]=[CH:4][C:5]([N:8]([CH:16]2[CH2:21][CH2:20][N:19]([CH2:22][CH2:23][C:24]3([CH2:30][C:31]([NH:33][O:34]C(C)(C)C)=[O:32])[CH2:29][CH2:28][CH2:27][CH2:26][CH2:25]3)[CH2:18][CH2:17]2)[C:9]([C:11]2[O:12][CH:13]=[CH:14][CH:15]=2)=[O:10])=[N:6][CH:7]=1.FC(F)(F)C(O)=O. (7) The reactants are: [C:1]([C:5]1[CH:6]=[C:7]([NH:17][C:18]([NH:20][C:21]2[C:30]3[C:25](=[CH:26][CH:27]=[CH:28][CH:29]=3)[C:24]([O:31][C:32]3[CH:37]=[CH:36][N:35]=[C:34]([NH:38][C:39]4[CH:44]=[CH:43][CH:42]=[C:41]([O:45][CH3:46])[CH:40]=4)[CH:33]=3)=[CH:23][CH:22]=2)=[O:19])[C:8]([O:15][CH3:16])=[C:9]([CH:14]=1)[C:10]([O:12]C)=[O:11])([CH3:4])([CH3:3])[CH3:2].CO.C1COCC1. Given the product [C:1]([C:5]1[CH:6]=[C:7]([NH:17][C:18]([NH:20][C:21]2[C:30]3[C:25](=[CH:26][CH:27]=[CH:28][CH:29]=3)[C:24]([O:31][C:32]3[CH:37]=[CH:36][N:35]=[C:34]([NH:38][C:39]4[CH:44]=[CH:43][CH:42]=[C:41]([O:45][CH3:46])[CH:40]=4)[CH:33]=3)=[CH:23][CH:22]=2)=[O:19])[C:8]([O:15][CH3:16])=[C:9]([CH:14]=1)[C:10]([OH:12])=[O:11])([CH3:4])([CH3:2])[CH3:3], predict the reactants needed to synthesize it. (8) Given the product [CH:45]([N:33]1[C:34]([CH:36]2[CH2:41][CH2:40][N:39]([C:42](=[O:44])[CH3:43])[CH2:38][CH2:37]2)=[CH:35][C:31]([C:55]2[CH:56]=[C:57]3[C:49]([CH3:48])=[CH:50][NH:51][C:52]3=[N:53][CH:54]=2)=[N:32]1)([CH3:47])[CH3:46], predict the reactants needed to synthesize it. The reactants are: C(N1C(C2CCN(C3COC3)CC2)=CC(C2C=C(C(F)(F)F)C(N)=NC=2)=N1)(C)C.I[C:31]1[CH:35]=[C:34]([CH:36]2[CH2:41][CH2:40][N:39]([C:42](=[O:44])[CH3:43])[CH2:38][CH2:37]2)[N:33]([CH:45]([CH3:47])[CH3:46])[N:32]=1.[CH3:48][C:49]1[C:57]2[C:52](=[N:53][CH:54]=[C:55](B3OC(C)(C)C(C)(C)O3)[CH:56]=2)[NH:51][CH:50]=1. (9) Given the product [O:16]1[CH2:20][CH2:19][CH:18]([CH2:21][NH:22][C:7]([C:6]2[N:2]([CH3:1])[N:3]=[C:4]([CH2:10][CH2:11][CH2:12][CH2:13][CH3:14])[CH:5]=2)=[O:9])[CH2:17]1, predict the reactants needed to synthesize it. The reactants are: [CH3:1][N:2]1[C:6]([C:7]([OH:9])=O)=[CH:5][C:4]([CH2:10][CH2:11][CH2:12][CH2:13][CH3:14])=[N:3]1.Cl.[O:16]1[CH2:20][CH2:19][CH:18]([CH2:21][NH2:22])[CH2:17]1.C(N(CC)CC)C.ON1C2C=CC=CC=2N=N1.Cl.C(N=C=NCCCN(C)C)C.